This data is from Full USPTO retrosynthesis dataset with 1.9M reactions from patents (1976-2016). The task is: Predict the reactants needed to synthesize the given product. (1) Given the product [C:10]([NH:13][C:14]1[CH:15]=[C:16]([N:20]2[C:24]3[CH:25]=[CH:26][C:27]([C:29]([NH:46][CH2:47][C:48]4[CH:49]=[N:50][CH:51]=[CH:52][CH:53]=4)=[O:30])=[CH:28][C:23]=3[N:22]=[CH:21]2)[CH:17]=[CH:18][CH:19]=1)(=[O:12])[CH3:11], predict the reactants needed to synthesize it. The reactants are: CCN(C(C)C)C(C)C.[C:10]([NH:13][C:14]1[CH:15]=[C:16]([N:20]2[C:24]3[CH:25]=[CH:26][C:27]([C:29](O)=[O:30])=[CH:28][C:23]=3[N:22]=[CH:21]2)[CH:17]=[CH:18][CH:19]=1)(=[O:12])[CH3:11].C(Cl)CCl.C1C=CC2N(O)N=NC=2C=1.[NH2:46][CH2:47][C:48]1[CH:49]=[N:50][CH:51]=[CH:52][CH:53]=1. (2) Given the product [CH2:1]([O:8][C:9]1[CH:10]=[C:11]([CH:15]=[C:16]([O:18][CH2:19][C:20]2[CH:25]=[CH:24][CH:23]=[CH:22][CH:21]=2)[CH:17]=1)[C:12]([NH:31][C:30]1[CH:32]=[CH:33][CH:34]=[C:28]([C:27]([F:26])([F:35])[F:36])[CH:29]=1)=[O:13])[C:2]1[CH:7]=[CH:6][CH:5]=[CH:4][CH:3]=1, predict the reactants needed to synthesize it. The reactants are: [CH2:1]([O:8][C:9]1[CH:10]=[C:11]([CH:15]=[C:16]([O:18][CH2:19][C:20]2[CH:25]=[CH:24][CH:23]=[CH:22][CH:21]=2)[CH:17]=1)[C:12](Cl)=[O:13])[C:2]1[CH:7]=[CH:6][CH:5]=[CH:4][CH:3]=1.[F:26][C:27]([F:36])([F:35])[C:28]1[CH:29]=[C:30]([CH:32]=[CH:33][CH:34]=1)[NH2:31]. (3) Given the product [Cl:1][C:2]1[C:7]([Cl:8])=[CH:6][CH:5]=[CH:4][C:3]=1[N:9]1[C:10]([CH2:11][C:12]2[CH:13]=[N:14][CH:15]=[CH:16][CH:17]=2)=[N:21][N:20]=[N:19]1, predict the reactants needed to synthesize it. The reactants are: [Cl:1][C:2]1[C:7]([Cl:8])=[CH:6][CH:5]=[CH:4][C:3]=1[NH:9][C:10](=S)[CH2:11][C:12]1[CH:13]=[N:14][CH:15]=[CH:16][CH:17]=1.[N:19]([Si](C)(C)C)=[N+:20]=[N-:21].[Cl-].[NH4+]. (4) Given the product [CH3:6][C:7]1[N:12]=[C:11]([C:13]2[N:14]=[C:15]3[N:20]=[C:19]([NH:21][C:1](=[O:4])[CH2:2][CH3:3])[CH:18]=[CH:17][N:16]3[C:22]=2[C:23]2[CH:28]=[CH:27][N:26]=[C:25]([S:29][CH3:30])[N:24]=2)[CH:10]=[CH:9][CH:8]=1, predict the reactants needed to synthesize it. The reactants are: [C:1](Cl)(=[O:4])[CH2:2][CH3:3].[CH3:6][C:7]1[N:12]=[C:11]([C:13]2[N:14]=[C:15]3[N:20]=[C:19]([NH2:21])[CH:18]=[CH:17][N:16]3[C:22]=2[C:23]2[CH:28]=[CH:27][N:26]=[C:25]([S:29][CH3:30])[N:24]=2)[CH:10]=[CH:9][CH:8]=1. (5) Given the product [CH2:1]([C:3]1[CH:8]=[CH:7][C:6]([CH:9]2[CH2:14][N:13]([C:15]([N:17]3[CH2:22][CH2:21][O:20][CH2:19][CH2:18]3)=[O:16])[CH2:12][CH:11]([C:23]3[S:25][CH:27]=[C:28]([C:29]([O:31][CH2:32][CH3:33])=[O:30])[N:24]=3)[CH2:10]2)=[CH:5][CH:4]=1)[CH3:2], predict the reactants needed to synthesize it. The reactants are: [CH2:1]([C:3]1[CH:8]=[CH:7][C:6]([CH:9]2[CH2:14][N:13]([C:15]([N:17]3[CH2:22][CH2:21][O:20][CH2:19][CH2:18]3)=[O:16])[CH2:12][CH:11]([C:23](=[S:25])[NH2:24])[CH2:10]2)=[CH:5][CH:4]=1)[CH3:2].Br[CH2:27][C:28](=O)[C:29]([O:31][CH2:32][CH3:33])=[O:30]. (6) Given the product [CH3:30][CH:31]([O:34][C:22]1[CH:27]=[CH:26][C:25]([O:28][CH3:29])=[CH:24][CH:23]=1)[CH:32]=[CH2:33], predict the reactants needed to synthesize it. The reactants are: N1C2C(=CC=C3C=2N=CC=C3)C=CC=1.C([O-])([O-])=O.[Cs+].[Cs+].I[C:22]1[CH:27]=[CH:26][C:25]([O:28][CH3:29])=[CH:24][CH:23]=1.[CH3:30][CH:31]([OH:34])[CH:32]=[CH2:33]. (7) Given the product [CH:1]([O:4][C:5]1[CH:13]=[CH:12][C:11]([S:14]([CH3:17])(=[O:16])=[O:15])=[CH:10][C:6]=1[C:7]([N:27]1[CH2:28][CH2:29][N:24]([C:21]2[S:22][CH:23]=[C:19]([CH3:18])[N:20]=2)[CH2:25][CH2:26]1)=[O:9])([CH3:2])[CH3:3], predict the reactants needed to synthesize it. The reactants are: [CH:1]([O:4][C:5]1[CH:13]=[CH:12][C:11]([S:14]([CH3:17])(=[O:16])=[O:15])=[CH:10][C:6]=1[C:7]([OH:9])=O)([CH3:3])[CH3:2].[CH3:18][C:19]1[N:20]=[C:21]([N:24]2[CH2:29][CH2:28][NH:27][CH2:26][CH2:25]2)[S:22][CH:23]=1.